This data is from Full USPTO retrosynthesis dataset with 1.9M reactions from patents (1976-2016). The task is: Predict the reactants needed to synthesize the given product. (1) Given the product [NH:6]1[C:7]2[C:12](=[CH:11][CH:10]=[CH:9][CH:8]=2)[C:4]([CH2:3][CH2:2][NH:1][C:21](=[O:22])[CH:20]([NH:24][C:25](=[O:54])[CH:26]([SH:34])[CH2:27][C:28]2[CH:33]=[CH:32][CH:31]=[CH:30][CH:29]=2)[CH2:19][C:18]([OH:55])=[O:17])=[CH:5]1, predict the reactants needed to synthesize it. The reactants are: [NH2:1][CH2:2][CH2:3][C:4]1[C:12]2[C:7](=[CH:8][CH:9]=[CH:10][CH:11]=2)[NH:6][CH:5]=1.C([O:17][C:18](=[O:55])[CH2:19][CH:20]([NH:24][C:25](=[O:54])[CH:26]([S:34]C(C1C=CC=CC=1)(C1C=CC=CC=1)C1C=CC=CC=1)[CH2:27][C:28]1[CH:33]=[CH:32][CH:31]=[CH:30][CH:29]=1)[C:21](O)=[O:22])(C)(C)C. (2) The reactants are: [CH3:1][NH:2][CH3:3].C[Al](C)C.[O:8]1[CH2:13][CH2:12][CH2:11][CH2:10][CH:9]1[O:14][CH:15]1[CH2:17][CH:16]1[C:18]([O:20]CC)=O.Cl. Given the product [CH3:1][N:2]([CH3:3])[C:18]([CH:16]1[CH2:17][CH:15]1[O:14][CH:9]1[CH2:10][CH2:11][CH2:12][CH2:13][O:8]1)=[O:20], predict the reactants needed to synthesize it. (3) Given the product [C:23]([O:22][C@H:21]1[C@@H:16]([O:17][C:18](=[O:20])[CH3:19])[C@H:15]([N:7]2[CH:6]=[CH:5][N:4]=[C:3]([C:8]([NH2:9])=[NH:10])[C:2]2=[O:1])[O:27][C@@H:26]1[CH2:28][O:29][C:30](=[O:32])[CH3:31])(=[O:25])[CH3:24], predict the reactants needed to synthesize it. The reactants are: [O:1]=[C:2]1[NH:7][CH:6]=[CH:5][N:4]=[C:3]1[C:8](=[NH:10])[NH2:9].C(O[C@@H:15]1[O:27][C@H:26]([CH2:28][O:29][C:30](=[O:32])[CH3:31])[C@@H:21]([O:22][C:23](=[O:25])[CH3:24])[C@H:16]1[O:17][C:18](=[O:20])[CH3:19])(=O)C.FC(F)(F)C(O)=O.O. (4) Given the product [CH2:1]([O:8][C:9]([N:11]1[CH2:15][CH:14]([O:16][CH2:17][C:18]2[CH:19]=[CH:20][CH:21]=[CH:22][CH:23]=2)[CH:13]2[O:24][CH2:25][C:28]([O:31][CH3:32])([O:33][CH3:34])[CH:12]12)=[O:10])[C:2]1[CH:7]=[CH:6][CH:5]=[CH:4][CH:3]=1, predict the reactants needed to synthesize it. The reactants are: [CH2:1]([O:8][C:9]([N:11]1[CH2:15][CH:14]([O:16][CH2:17][C:18]2[CH:23]=[CH:22][CH:21]=[CH:20][CH:19]=2)[CH:13]2[O:24][CH2:25]C(=O)[CH:12]12)=[O:10])[C:2]1[CH:7]=[CH:6][CH:5]=[CH:4][CH:3]=1.[CH:28]([O:33][CH3:34])([O:31][CH3:32])OC.CC1C=CC(S(O)(=O)=O)=CC=1. (5) Given the product [Cl:1][C:2]1[CH:7]=[CH:6][C:5]([CH2:8][C:9]2[CH:10]=[C:11]([NH2:12])[N:15]([CH3:14])[N:16]=2)=[CH:4][CH:3]=1, predict the reactants needed to synthesize it. The reactants are: [Cl:1][C:2]1[CH:7]=[CH:6][C:5]([CH2:8][C:9](=O)[CH2:10][C:11]#[N:12])=[CH:4][CH:3]=1.[CH3:14][NH:15][NH2:16]. (6) Given the product [Cl:22][C:19]1[CH:20]=[CH:21][C:16]([O:15][C:13](=[O:14])[N:2]([CH2:3][C@H:4]2[CH2:9][CH2:8][C@H:7]([CH2:10][OH:11])[CH2:6][CH2:5]2)[CH3:1])=[CH:17][CH:18]=1, predict the reactants needed to synthesize it. The reactants are: [CH3:1][NH:2][CH2:3][C@H:4]1[CH2:9][CH2:8][C@H:7]([CH2:10][OH:11])[CH2:6][CH2:5]1.Cl[C:13]([O:15][C:16]1[CH:21]=[CH:20][C:19]([Cl:22])=[CH:18][CH:17]=1)=[O:14]. (7) Given the product [CH2:8]([CH:9]([CH2:10][CH3:11])[CH2:18][O:20][C:19]([CH:13]1[CH2:12][CH:11]2[CH:16]([CH2:17][CH2:18][CH:9]([CH2:8][CH2:7][C:6]3[NH:2][N:3]=[N:4][N:5]=3)[CH2:10]2)[CH2:15][NH:14]1)=[O:21])[CH3:7], predict the reactants needed to synthesize it. The reactants are: O.[NH:2]1[C:6]([CH2:7][CH2:8][CH:9]2[CH2:18][CH2:17][CH:16]3[CH:11]([CH2:12][CH:13]([C:19]([OH:21])=[O:20])[NH:14][CH2:15]3)[CH2:10]2)=[N:5][N:4]=[N:3]1.S(Cl)(Cl)=O.